This data is from Peptide-MHC class I binding affinity with 185,985 pairs from IEDB/IMGT. The task is: Regression. Given a peptide amino acid sequence and an MHC pseudo amino acid sequence, predict their binding affinity value. This is MHC class I binding data. (1) The peptide sequence is QAVQNLIHI. The MHC is H-2-Kb with pseudo-sequence H-2-Kb. The binding affinity (normalized) is 0.583. (2) The peptide sequence is FIAEIDHWI. The MHC is HLA-B35:01 with pseudo-sequence HLA-B35:01. The binding affinity (normalized) is 0.220.